From a dataset of Catalyst prediction with 721,799 reactions and 888 catalyst types from USPTO. Predict which catalyst facilitates the given reaction. (1) Reactant: [C:1]([C:3]1[C:4]([CH3:29])=[C:5]([CH:10]([OH:28])[CH2:11][N:12]2[CH2:17][CH2:16][N:15]([C:18]([O:20][C:21]([CH3:24])([CH3:23])[CH3:22])=[O:19])[CH2:14][CH:13]2[CH2:25][CH2:26]O)[CH:6]=[CH:7][C:8]=1[F:9])#[N:2].C(C=P(CCCC)(CCCC)CCCC)#N. Product: [C:1]([C:3]1[C:4]([CH3:29])=[C:5]([CH:10]2[CH2:11][N:12]3[CH2:17][CH2:16][N:15]([C:18]([O:20][C:21]([CH3:22])([CH3:23])[CH3:24])=[O:19])[CH2:14][CH:13]3[CH2:25][CH2:26][O:28]2)[CH:6]=[CH:7][C:8]=1[F:9])#[N:2]. The catalyst class is: 48. (2) Reactant: [CH2:1]([O:8][CH:9]1[CH:13]([OH:14])[CH2:12][N:11]([C:15](=[O:32])[C@H:16]([CH2:28][CH:29]([CH3:31])[CH3:30])[NH:17][C:18]([O:20][CH2:21][C:22]2[CH:27]=[CH:26][CH:25]=[CH:24][CH:23]=2)=[O:19])[CH2:10]1)[C:2]1[CH:7]=[CH:6][CH:5]=[CH:4][CH:3]=1.CC(OI1(OC(C)=O)(OC(C)=O)OC(=O)C2C=CC=CC1=2)=O.C(=O)(O)[O-].[Na+].S([O-])([O-])(=O)=S.[Na+].[Na+]. Product: [CH2:1]([O:8][CH:9]1[C:13](=[O:14])[CH2:12][N:11]([C:15](=[O:32])[C@H:16]([CH2:28][CH:29]([CH3:30])[CH3:31])[NH:17][C:18]([O:20][CH2:21][C:22]2[CH:23]=[CH:24][CH:25]=[CH:26][CH:27]=2)=[O:19])[CH2:10]1)[C:2]1[CH:7]=[CH:6][CH:5]=[CH:4][CH:3]=1. The catalyst class is: 363.